Dataset: Reaction yield outcomes from USPTO patents with 853,638 reactions. Task: Predict the reaction yield, written as a fraction of the theoretical maximum amount of product (1.0 means a 100% yield; for example, 0.34 means a 34% yield). The yield is 0.793. The product is [NH2:1][C:2]1[S:3][C:4]([N:12]2[CH2:17][CH2:16][CH2:15][CH2:14][CH2:13]2)=[C:5]([C:7]([CH3:10])([CH3:9])[CH3:8])[N:6]=1. The catalyst is O. The reactants are [NH2:1][C:2]1[S:3][C:4](Br)=[C:5]([C:7]([CH3:10])([CH3:9])[CH3:8])[N:6]=1.[NH:12]1[CH2:17][CH2:16][CH2:15][CH2:14][CH2:13]1.C(=O)([O-])[O-].[K+].[K+].C(#N)C.